Dataset: Forward reaction prediction with 1.9M reactions from USPTO patents (1976-2016). Task: Predict the product of the given reaction. Given the reactants [CH3:1][CH2:2]/[CH:3]=[CH:4]\[CH2:5][C@H:6]1[C:11]23[C:15](=[CH:16][C:17](=[O:18])[C@:9]([OH:20])([CH2:10]2)[CH2:8][C@H:7]1[CH2:21][C:22]([C@H:24]([OH:35])[CH2:25][CH2:26][CH2:27][CH2:28][CH2:29][CH2:30][CH2:31][C:32]([OH:34])=[O:33])=[O:23])[NH:14][CH2:13][C@@H:12]3[OH:19].N1C=CC=CC=1.C(OC(=O)C)(=O)C, predict the reaction product. The product is: [CH3:1][CH2:2]/[CH:3]=[CH:4]\[CH2:5][C@H:6]1[C:11]23[C:15](=[CH:16][C:17](=[O:18])[C@:9]([OH:20])([CH2:10]2)[CH2:8][C@H:7]1[CH2:21][C:22]([C@@H:24]([OH:35])[CH2:25][CH2:26][CH2:27][CH2:28][CH2:29][CH2:30][CH2:31][C:32]([OH:34])=[O:33])=[O:23])[NH:14][CH2:13][C@@H:12]3[OH:19].